Predict the reactants needed to synthesize the given product. From a dataset of Full USPTO retrosynthesis dataset with 1.9M reactions from patents (1976-2016). (1) Given the product [CH3:16][O:18][C:19]1[CH:24]=[CH:23][C:22]([C:2]2[CH:9]=[CH:8][CH:7]=[CH:6][C:3]=2[C:4]#[N:5])=[CH:21][C:20]=1[CH:10]=[O:13], predict the reactants needed to synthesize it. The reactants are: Br[C:2]1[CH:9]=[CH:8][CH:7]=[CH:6][C:3]=1[C:4]#[N:5].[C:10](=[O:13])([O-])[O-].[Na+].[Na+].[CH2:16]([OH:18])C.[C:19]1(C)[CH:24]=[CH:23][CH:22]=[CH:21][CH:20]=1. (2) Given the product [NH2:17][C:15]1[CH:14]=[CH:13][C:12]([F:20])=[C:11]([C@@:5]2([CH3:10])[NH:4][C:3](=[O:21])[C:2]([F:1])([CH3:22])[CH2:7][C:6]2([F:9])[F:8])[CH:16]=1, predict the reactants needed to synthesize it. The reactants are: [F:1][C:2]1([CH3:22])[CH2:7][C:6]([F:9])([F:8])[C@:5]([C:11]2[CH:16]=[C:15]([N+:17]([O-])=O)[CH:14]=[CH:13][C:12]=2[F:20])([CH3:10])[NH:4][C:3]1=[O:21].C([O-])=O.[NH4+]. (3) Given the product [OH:26][C@@H:13]([CH2:14][O:15][C:16]1[CH:25]=[CH:24][CH:23]=[C:22]2[C:17]=1[CH:18]=[CH:19][CH:20]=[N:21]2)[CH2:12][N:9]1[CH2:10][CH2:11][CH:6]([C:4]([O-:5])=[O:3])[CH2:7][CH2:8]1.[Li+:31], predict the reactants needed to synthesize it. The reactants are: C([O:3][C:4]([CH:6]1[CH2:11][CH2:10][N:9]([CH2:12][C@@H:13]([OH:26])[CH2:14][O:15][C:16]2[CH:25]=[CH:24][CH:23]=[C:22]3[C:17]=2[CH:18]=[CH:19][CH:20]=[N:21]3)[CH2:8][CH2:7]1)=[O:5])C.O.CO.[OH-].[Li+:31]. (4) Given the product [CH2:35]([C:24]1[N:23]=[C:22]([NH:1][CH:2]2[CH:7]([C:8]3[CH:9]=[CH:10][CH:11]=[CH:12][CH:13]=3)[CH2:6][CH2:5][NH:4][CH2:3]2)[C:31]2[C:26](=[C:27]([C:32]([NH2:34])=[O:33])[CH:28]=[CH:29][CH:30]=2)[N:25]=1)[CH3:36], predict the reactants needed to synthesize it. The reactants are: [NH2:1][CH:2]1[CH:7]([C:8]2[CH:13]=[CH:12][CH:11]=[CH:10][CH:9]=2)[CH2:6][CH2:5][N:4](C(OC(C)(C)C)=O)[CH2:3]1.Cl[C:22]1[C:31]2[C:26](=[C:27]([C:32]([NH2:34])=[O:33])[CH:28]=[CH:29][CH:30]=2)[N:25]=[C:24]([CH2:35][CH3:36])[N:23]=1. (5) The reactants are: [C:1]1([CH:7]2[CH2:11][CH2:10][CH2:9][CH:8]2[NH:12][C:13](=[O:15])[CH3:14])[CH:6]=[CH:5][CH:4]=[CH:3][CH:2]=1.[Cl:16][S:17](O)(=[O:19])=[O:18]. Given the product [C:13]([NH:12][C@@H:8]1[CH2:9][CH2:10][CH2:11][C@H:7]1[C:1]1[CH:6]=[CH:5][C:4]([S:17]([Cl:16])(=[O:19])=[O:18])=[CH:3][CH:2]=1)(=[O:15])[CH3:14], predict the reactants needed to synthesize it.